From a dataset of Catalyst prediction with 721,799 reactions and 888 catalyst types from USPTO. Predict which catalyst facilitates the given reaction. (1) Reactant: CO[CH:3](OC)[CH2:4][O:5][C:6]1[CH:7]=[C:8]([C:13]2[CH:18]=[CH:17][C:16]([O:19][CH3:20])=[CH:15][CH:14]=2)[CH:9]=[CH:10][C:11]=1[CH3:12]. Product: [CH3:20][O:19][C:16]1[CH:17]=[CH:18][C:13]([C:8]2[C:7]3[CH:3]=[CH:4][O:5][C:6]=3[C:11]([CH3:12])=[CH:10][CH:9]=2)=[CH:14][CH:15]=1. The catalyst class is: 159. (2) Reactant: [Cl:1][C:2]1[CH:7]=[C:6]([O:8][C:9]2[C:10]3[N:17]([CH3:18])[C:16]([C:19]([CH3:26])([O:21][Si](C)(C)C)[CH3:20])=[CH:15][C:11]=3[N:12]=[CH:13][N:14]=2)[CH:5]=[CH:4][C:3]=1[NH:27][C:28]([NH:30][C:31]1[CH:36]=[CH:35][CH:34]=[C:33]([C:37]([F:40])([F:39])[F:38])[CH:32]=1)=[O:29].Cl. Product: [Cl:1][C:2]1[CH:7]=[C:6]([O:8][C:9]2[C:10]3[N:17]([CH3:18])[C:16]([C:19]([OH:21])([CH3:20])[CH3:26])=[CH:15][C:11]=3[N:12]=[CH:13][N:14]=2)[CH:5]=[CH:4][C:3]=1[NH:27][C:28]([NH:30][C:31]1[CH:36]=[CH:35][CH:34]=[C:33]([C:37]([F:40])([F:38])[F:39])[CH:32]=1)=[O:29]. The catalyst class is: 8. (3) Reactant: [CH2:1]([NH:9][C:10]1[N:15]=[C:14]([N:16]2[C:25]3[N:24]=[C:23]([C:26]4[CH:31]=[CH:30][CH:29]=[CH:28][CH:27]=4)[C:22]([CH2:32][OH:33])=[CH:21][C:20]=3[CH2:19][CH2:18][CH2:17]2)[CH:13]=[CH:12][N:11]=1)[CH2:2][C:3]1[CH:8]=[CH:7][CH:6]=[CH:5][CH:4]=1.[H-].[Na+].[CH3:36]I. Product: [CH3:36][O:33][CH2:32][C:22]1[CH:21]=[C:20]2[C:25](=[N:24][C:23]=1[C:26]1[CH:31]=[CH:30][CH:29]=[CH:28][CH:27]=1)[N:16]([C:14]1[CH:13]=[CH:12][N:11]=[C:10]([NH:9][CH2:1][CH2:2][C:3]3[CH:8]=[CH:7][CH:6]=[CH:5][CH:4]=3)[N:15]=1)[CH2:17][CH2:18][CH2:19]2. The catalyst class is: 1. (4) Reactant: [Cl:1][C:2]1[C:6](=[O:7])[O:5][CH2:4][C:3]=1[N:8]1[CH2:12][CH2:11][C:10]2([CH2:17][CH2:16][N:15](C(OC(C)(C)C)=O)[CH2:14][CH2:13]2)[C:9]1=[O:25].FC(F)(F)C(O)=O. Product: [Cl:1][C:2]1[C:6](=[O:7])[O:5][CH2:4][C:3]=1[N:8]1[CH2:12][CH2:11][C:10]2([CH2:13][CH2:14][NH:15][CH2:16][CH2:17]2)[C:9]1=[O:25]. The catalyst class is: 2. (5) Reactant: [F:1][C:2]([F:8])([F:7])[S:3]([O-:6])(=[O:5])=[O:4].ClCCl.C(N(CC)CC)C. Product: [F:1][C:2]([F:8])([F:7])[S:3]([O:6][S:3]([C:2]([F:8])([F:7])[F:1])(=[O:5])=[O:4])(=[O:5])=[O:4]. The catalyst class is: 17. (6) The catalyst class is: 6. Product: [C:1]([O:5][C:6]([N:8]1[CH2:9][CH2:10][CH:11]([O:14][C:15]2[N:16]=[N:17][C:18]([CH2:36][CH2:37][CH2:38][CH3:39])=[C:19]([C:21]3[CH:26]=[CH:25][C:24]([O:27][CH:28]4[CH2:29][CH2:30][CH2:31][CH2:32][CH2:33]4)=[C:23]([C:34]4[NH:42][N:41]=[N:40][N:35]=4)[CH:22]=3)[CH:20]=2)[CH2:12][CH2:13]1)=[O:7])([CH3:4])([CH3:3])[CH3:2]. Reactant: [C:1]([O:5][C:6]([N:8]1[CH2:13][CH2:12][CH:11]([O:14][C:15]2[N:16]=[N:17][C:18]([CH2:36][CH2:37][CH2:38][CH3:39])=[C:19]([C:21]3[CH:26]=[CH:25][C:24]([O:27][CH:28]4[CH2:33][CH2:32][CH2:31][CH2:30][CH2:29]4)=[C:23]([C:34]#[N:35])[CH:22]=3)[CH:20]=2)[CH2:10][CH2:9]1)=[O:7])([CH3:4])([CH3:3])[CH3:2].[N:40]([Sn](C)(C)C)=[N+:41]=[N-:42].C1(C)C=CC=CC=1.Cl. (7) Reactant: [Cl:1][C:2]1[CH:7]=[C:6]([NH:8]/[C:9](=[N:12]/[C:13]#[N:14])/SC)[CH:5]=[C:4]([C:15]([F:18])([F:17])[F:16])[C:3]=1[C:19]1[CH:24]=[CH:23][C:22]([O:25][CH:26]2[CH2:31][CH2:30][N:29]([C:32]([O:34][C:35]([CH3:38])([CH3:37])[CH3:36])=[O:33])[CH2:28][CH2:27]2)=[CH:21][CH:20]=1.[NH2:39][NH2:40]. Product: [C:35]([O:34][C:32]([N:29]1[CH2:28][CH2:27][CH:26]([O:25][C:22]2[CH:23]=[CH:24][C:19]([C:3]3[C:2]([Cl:1])=[CH:7][C:6]([NH:8][C:9]4[N:12]=[C:13]([NH2:14])[NH:40][N:39]=4)=[CH:5][C:4]=3[C:15]([F:18])([F:17])[F:16])=[CH:20][CH:21]=2)[CH2:31][CH2:30]1)=[O:33])([CH3:36])([CH3:37])[CH3:38]. The catalyst class is: 8.